This data is from Forward reaction prediction with 1.9M reactions from USPTO patents (1976-2016). The task is: Predict the product of the given reaction. (1) Given the reactants [F:1][C:2]1[CH:9]=[C:8]([OH:10])[CH:7]=[C:6]([F:11])[C:3]=1[CH:4]=[O:5].C(Cl)Cl.N1C=CC=CC=1.Cl[C:22]([O:24][CH:25]([CH3:27])[CH3:26])=[O:23], predict the reaction product. The product is: [C:22](=[O:23])([O:24][CH:25]([CH3:27])[CH3:26])[O:10][C:8]1[CH:9]=[C:2]([F:1])[C:3]([CH:4]=[O:5])=[C:6]([F:11])[CH:7]=1. (2) The product is: [C:1]([NH:4][C@@H:5]([CH2:11][C:12]1[CH:17]=[CH:16][C:15]([O:18][CH2:19][CH:20]=[CH2:21])=[CH:14][CH:13]=1)[C:6]([OH:8])=[O:7])(=[O:3])[CH3:2]. Given the reactants [C:1]([NH:4][C@@H:5]([CH2:11][C:12]1[CH:17]=[CH:16][C:15]([O:18][CH2:19][CH:20]=[CH2:21])=[CH:14][CH:13]=1)[C:6]([O:8]CC)=[O:7])(=[O:3])[CH3:2].O.[OH-].[Li+], predict the reaction product. (3) Given the reactants [F:1][C:2]1[CH:18]=[C:17]([N+:19]([O-])=O)[CH:16]=[CH:15][C:3]=1[O:4][C:5]1[C:6]2[N:13]([CH3:14])[CH:12]=[CH:11][C:7]=2[N:8]=[CH:9][N:10]=1.[Cl-].[NH4+], predict the reaction product. The product is: [F:1][C:2]1[CH:18]=[C:17]([CH:16]=[CH:15][C:3]=1[O:4][C:5]1[C:6]2[N:13]([CH3:14])[CH:12]=[CH:11][C:7]=2[N:8]=[CH:9][N:10]=1)[NH2:19].